Predict the product of the given reaction. From a dataset of Forward reaction prediction with 1.9M reactions from USPTO patents (1976-2016). (1) The product is: [I:9][C:10]1[CH:11]=[CH:12][C:13]([C:16]([C:21]2[CH:22]=[CH:23][C:24]([O:25][C:26]([C:31]3[CH:36]=[CH:35][CH:34]=[CH:33][N:32]=3)([CH3:1])[C:27]([O:29][CH3:30])=[O:28])=[CH:37][CH:38]=2)([CH3:20])[CH:17]([CH3:18])[CH3:19])=[CH:14][CH:15]=1. Given the reactants [CH:1]([N-]C(C)C)(C)C.[Li+].[I:9][C:10]1[CH:15]=[CH:14][C:13]([C:16]([C:21]2[CH:38]=[CH:37][C:24]([O:25][CH:26]([C:31]3[CH:36]=[CH:35][CH:34]=[CH:33][N:32]=3)[C:27]([O:29][CH3:30])=[O:28])=[CH:23][CH:22]=2)([CH3:20])[CH:17]([CH3:19])[CH3:18])=[CH:12][CH:11]=1.CN1CCCN(C)C1=O.IC, predict the reaction product. (2) The product is: [OH:34][CH2:33][C:30]1([C:26]2[CH:25]=[C:24]([CH:29]=[CH:28][CH:27]=2)[CH2:23][N:21]2[C:20](=[O:45])[CH:19]=[CH:18][C:17]([C:15]3[O:14][N:13]=[C:12]([C:9]4[CH:8]=[CH:7][C:6]([C:3]([CH3:4])([CH3:5])[C:2]([F:46])([F:47])[F:1])=[CH:11][CH:10]=4)[N:16]=3)=[N:22]2)[CH2:31][CH2:32]1. Given the reactants [F:1][C:2]([F:47])([F:46])[C:3]([C:6]1[CH:11]=[CH:10][C:9]([C:12]2[N:16]=[C:15]([C:17]3[CH:18]=[CH:19][C:20](=[O:45])[N:21]([CH2:23][C:24]4[CH:29]=[CH:28][CH:27]=[C:26]([C:30]5([CH2:33][O:34][Si](C(C)C)(C(C)C)C(C)C)[CH2:32][CH2:31]5)[CH:25]=4)[N:22]=3)[O:14][N:13]=2)=[CH:8][CH:7]=1)([CH3:5])[CH3:4].[F-].C([N+](CCCC)(CCCC)CCCC)CCC, predict the reaction product. (3) Given the reactants Cl[C:2]1[N:3]=[CH:4][C:5]([C:8]2[N:9]=[C:10]([N:18]3[CH2:23][CH2:22][C@@H:21]([NH:24][C:25]([C:27]4[NH:28][C:29]([CH3:34])=[C:30]([Cl:33])[C:31]=4[Cl:32])=[O:26])[C@@H:20]([O:35][CH2:36][CH3:37])[CH2:19]3)[S:11][C:12]=2[C:13]([O:15][CH2:16][CH3:17])=[O:14])=[N:6][CH:7]=1.[NH:38]1[CH2:43][CH2:42][CH2:41][CH2:40][CH2:39]1.C(N(CC)C(C)C)(C)C, predict the reaction product. The product is: [Cl:32][C:31]1[C:30]([Cl:33])=[C:29]([CH3:34])[NH:28][C:27]=1[C:25]([NH:24][C@@H:21]1[CH2:22][CH2:23][N:18]([C:10]2[S:11][C:12]([C:13]([O:15][CH2:16][CH3:17])=[O:14])=[C:8]([C:5]3[CH:4]=[N:3][C:2]([N:38]4[CH2:43][CH2:42][CH2:41][CH2:40][CH2:39]4)=[CH:7][N:6]=3)[N:9]=2)[CH2:19][C@@H:20]1[O:35][CH2:36][CH3:37])=[O:26]. (4) Given the reactants [CH2:1]([Mg]Cl)[C:2]1[CH:7]=[CH:6][CH:5]=[CH:4][CH:3]=1.[Cl:10][CH2:11][C:12](N(OC)C)=[O:13].N, predict the reaction product. The product is: [Cl:10][CH2:11][C:12]([CH2:1][C:2]1[CH:7]=[CH:6][CH:5]=[CH:4][CH:3]=1)=[O:13]. (5) Given the reactants [F:1][C:2]1[CH:7]=[CH:6][C:5]([CH:8]([OH:21])[C:9]([C:11]2[CH:16]=[CH:15][CH:14]=[C:13]([C:17]([F:20])([F:19])[F:18])[CH:12]=2)=O)=[CH:4][CH:3]=1.Cl.[CH2:23]([O:30][NH2:31])[C:24]1[CH:29]=[CH:28][CH:27]=[CH:26][CH:25]=1.C([O-])(=O)C.[Na+], predict the reaction product. The product is: [CH2:23]([O:30][N:31]=[C:9]([C:11]1[CH:16]=[CH:15][CH:14]=[C:13]([C:17]([F:20])([F:19])[F:18])[CH:12]=1)[CH:8]([C:5]1[CH:6]=[CH:7][C:2]([F:1])=[CH:3][CH:4]=1)[OH:21])[C:24]1[CH:29]=[CH:28][CH:27]=[CH:26][CH:25]=1.